Dataset: Reaction yield outcomes from USPTO patents with 853,638 reactions. Task: Predict the reaction yield, written as a fraction of the theoretical maximum amount of product (1.0 means a 100% yield; for example, 0.34 means a 34% yield). (1) The product is [Cl:27][C:28]1[CH:29]=[C:30]([C:35]2[C:43]([C:44]([NH2:46])=[O:45])=[C:38]3[CH2:39][N:40]([C:51]([NH:24][C:3]([CH3:7])([CH3:8])[CH:2]([F:1])[F:9])=[O:50])[CH2:41][CH2:42][N:37]3[N:36]=2)[CH:31]=[CH:32][C:33]=1[F:34]. The reactants are [F:1][CH:2]([F:9])[C:3]([CH3:8])([CH3:7])C(O)=O.C1C=CC(P([N:24]=[N+]=[N-])(C2C=CC=CC=2)=O)=CC=1.[Cl:27][C:28]1[CH:29]=[C:30]([C:35]2[C:43]([C:44]([NH2:46])=[O:45])=[C:38]3[CH2:39][NH:40][CH2:41][CH2:42][N:37]3[N:36]=2)[CH:31]=[CH:32][C:33]=1[F:34].C1[CH2:51][O:50]CC1. The catalyst is C1(C)C=CC=CC=1.C(OCC)(=O)C. The yield is 0.840. (2) The reactants are [Cl:1][C:2]1[N:7]=[C:6]([S:8][CH2:9][CH2:10][CH3:11])[N:5]=[C:4]([NH:12][C@@H:13]2[CH2:17][C@H:16]([O:18][CH2:19][C:20]([O-:22])=[O:21])[C@@H:15]([OH:23])[C@H:14]2[OH:24])[C:3]=1[N+:25]([O-])=O.CO.[C:30](O)(=O)[CH3:31]. No catalyst specified. The product is [NH2:25][C:3]1[C:4]([NH:12][C@@H:13]2[CH2:17][C@H:16]([O:18][CH2:19][C:20]([O:22][CH2:30][CH3:31])=[O:21])[C@@H:15]([OH:23])[C@H:14]2[OH:24])=[N:5][C:6]([S:8][CH2:9][CH2:10][CH3:11])=[N:7][C:2]=1[Cl:1]. The yield is 0.890. (3) The reactants are [CH:1]1([CH2:7][N:8]2[C:12]3[CH:13]=[CH:14][C:15]([NH:17]C(=O)C)=[CH:16][C:11]=3[N:10]=[C:9]2[C:21]([CH3:25])([CH3:24])[CH2:22][CH3:23])[CH2:6][CH2:5][CH2:4][CH2:3][CH2:2]1.Cl. The catalyst is C(O)C. The product is [CH:1]1([CH2:7][N:8]2[C:12]3[CH:13]=[CH:14][C:15]([NH2:17])=[CH:16][C:11]=3[N:10]=[C:9]2[C:21]([CH3:24])([CH3:25])[CH2:22][CH3:23])[CH2:2][CH2:3][CH2:4][CH2:5][CH2:6]1. The yield is 1.00. (4) The reactants are [O:1]=[C:2]1[C@@H:8]([NH:9][C:10](=[O:16])[O:11][C:12]([CH3:15])([CH3:14])[CH3:13])[CH2:7][CH2:6][CH2:5][CH2:4][NH:3]1.[Li+].C[Si]([N-][Si](C)(C)C)(C)C.[C:27]([O:31][CH3:32])(=[O:30])[CH:28]=[CH2:29]. The catalyst is C1COCC1. The product is [C:12]([O:11][C:10]([NH:9][C@H:8]1[CH2:7][CH2:6][CH2:5][CH2:4][N:3]([CH2:29][CH2:28][C:27]([O:31][CH3:32])=[O:30])[C:2]1=[O:1])=[O:16])([CH3:13])([CH3:15])[CH3:14]. The yield is 0.203. (5) The reactants are [Cl:1][C:2]1[C:3]([C:26]2[C:34]3[C:29](=[CH:30][CH:31]=[CH:32][CH:33]=3)[N:28]([S:35]([C:38]3[CH:43]=[CH:42][CH:41]=[CH:40][CH:39]=3)(=[O:37])=[O:36])[CH:27]=2)=[N:4][C:5]([NH:8][C:9]2[CH:10]=[C:11]([NH2:25])[C:12]([NH:15][CH2:16][C:17]3[CH:22]=[CH:21][C:20]([O:23][CH3:24])=[CH:19][CH:18]=3)=[CH:13][CH:14]=2)=[N:6][CH:7]=1.[C:44]([NH:47][C:48]1[CH:55]=[CH:54][C:51]([CH:52]=O)=[CH:50][CH:49]=1)(=[O:46])[CH3:45].OOS([O-])=O.[K+]. The catalyst is CN(C=O)C.O.CCOC(C)=O. The product is [Cl:1][C:2]1[C:3]([C:26]2[C:34]3[C:29](=[CH:30][CH:31]=[CH:32][CH:33]=3)[N:28]([S:35]([C:38]3[CH:39]=[CH:40][CH:41]=[CH:42][CH:43]=3)(=[O:37])=[O:36])[CH:27]=2)=[N:4][C:5]([NH:8][C:9]2[CH:14]=[CH:13][C:12]3[N:15]([CH2:16][C:17]4[CH:18]=[CH:19][C:20]([O:23][CH3:24])=[CH:21][CH:22]=4)[C:52]([C:51]4[CH:50]=[CH:49][C:48]([NH:47][C:44](=[O:46])[CH3:45])=[CH:55][CH:54]=4)=[N:25][C:11]=3[CH:10]=2)=[N:6][CH:7]=1. The yield is 0.920. (6) The reactants are [CH2:1]([OH:10])[CH2:2][CH:3]=[CH:4][CH2:5][CH2:6][CH2:7][CH2:8][CH3:9].CC(OI1(OC(C)=O)(OC(C)=O)OC(=O)C2C=CC=CC1=2)=O. The catalyst is C(Cl)Cl.CCCCC. The product is [CH:1](=[O:10])[CH2:2]/[CH:3]=[CH:4]\[CH2:5][CH2:6][CH2:7][CH2:8][CH3:9]. The yield is 0.940. (7) The reactants are [CH3:1][O:2][C:3](=[O:29])[CH2:4][C:5]1[N:6]=[C:7]([NH:10][C:11](=[O:28])[CH:12]([C:19]2[CH:24]=[CH:23][C:22]([N+:25]([O-])=O)=[CH:21][CH:20]=2)[CH2:13][CH:14]2[CH2:18][CH2:17][CH2:16][CH2:15]2)[S:8][CH:9]=1. The catalyst is C(OCC)(=O)C.[Pd]. The product is [CH3:1][O:2][C:3](=[O:29])[CH2:4][C:5]1[N:6]=[C:7]([NH:10][C:11](=[O:28])[CH:12]([C:19]2[CH:20]=[CH:21][C:22]([NH2:25])=[CH:23][CH:24]=2)[CH2:13][CH:14]2[CH2:15][CH2:16][CH2:17][CH2:18]2)[S:8][CH:9]=1. The yield is 0.933.